Dataset: Forward reaction prediction with 1.9M reactions from USPTO patents (1976-2016). Task: Predict the product of the given reaction. Given the reactants C(N(CC)CC)C.[CH:8]([C:10]1[C:18]2[C:13](=[CH:14][CH:15]=[CH:16][CH:17]=2)[N:12](C(OC(C)(C)C)=O)[CH:11]=1)=[O:9].[NH:26]1[CH:30]=[CH:29][N:28]=[C:27]1[CH:31]=[N:32][C:33]1[CH:38]=[CH:37][CH:36]=[C:35]([O:39][CH3:40])[CH:34]=1, predict the reaction product. The product is: [NH:26]1[CH:30]=[CH:29][N:28]=[C:27]1[CH:31]([NH:32][C:33]1[CH:38]=[CH:37][CH:36]=[C:35]([O:39][CH3:40])[CH:34]=1)[C:8]([C:10]1[C:18]2[C:13](=[CH:14][CH:15]=[CH:16][CH:17]=2)[NH:12][CH:11]=1)=[O:9].